This data is from Forward reaction prediction with 1.9M reactions from USPTO patents (1976-2016). The task is: Predict the product of the given reaction. (1) The product is: [C:12]([O:15][C:16]([NH:18][C@H:19]([C:26]([NH:8][CH2:7][C:6]1[CH:9]=[CH:10][C:3]([I:2])=[CH:4][CH:5]=1)=[O:27])[CH2:20][CH2:21][C:22]([O:24][CH3:25])=[O:23])=[O:17])([CH3:13])([CH3:11])[CH3:14]. Given the reactants Cl.[I:2][C:3]1[CH:10]=[CH:9][C:6]([CH2:7][NH2:8])=[CH:5][CH:4]=1.[CH3:11][C:12]([O:15][C:16]([NH:18][C@H:19]([C:26](O)=[O:27])[CH2:20][CH2:21][C:22]([O:24][CH3:25])=[O:23])=[O:17])([CH3:14])[CH3:13].CCN=C=NCCCN(C)C.C1C=CC2N(O)N=NC=2C=1.CCN(C(C)C)C(C)C, predict the reaction product. (2) Given the reactants [C:1]([NH:8][C@H:9]([C:11]([OH:13])=O)[CH3:10])([O:3][C:4]([CH3:7])([CH3:6])[CH3:5])=[O:2].CC[N:16]=C=NCCCN(C)C.ON1C(=O)CCC1=O.[OH-].[NH4+], predict the reaction product. The product is: [NH2:16][C:11](=[O:13])[C@@H:9]([NH:8][C:1](=[O:2])[O:3][C:4]([CH3:7])([CH3:6])[CH3:5])[CH3:10]. (3) Given the reactants [Cl:1][C:2]1[CH:7]=[CH:6][C:5]([OH:8])=[CH:4][C:3]=1[N+:9]([O-:11])=[O:10].Br[CH2:13][C:14]1[CH:19]=[CH:18][C:17]([C:20]([CH3:23])([CH3:22])[CH3:21])=[CH:16][CH:15]=1, predict the reaction product. The product is: [C:20]([C:17]1[CH:16]=[CH:15][C:14]([CH2:13][O:8][C:5]2[CH:6]=[CH:7][C:2]([Cl:1])=[C:3]([N+:9]([O-:11])=[O:10])[CH:4]=2)=[CH:19][CH:18]=1)([CH3:23])([CH3:21])[CH3:22]. (4) Given the reactants Br[C:2]1[N:6]2[N:7]=[C:8]([N:11]3[CH2:16][CH2:15][N:14]([C:17](=[O:22])[C:18]([CH3:21])([CH3:20])[CH3:19])[CH2:13][CH2:12]3)[CH:9]=[CH:10][C:5]2=[N:4][CH:3]=1.[C:23]1(B(O)O)[CH:28]=[CH:27][CH:26]=[CH:25][CH:24]=1.O.[O-]P([O-])([O-])=O.[K+].[K+].[K+].[Cl:41]CCl.N#N, predict the reaction product. The product is: [ClH:41].[CH3:19][C:18]([CH3:21])([CH3:20])[C:17]([N:14]1[CH2:15][CH2:16][N:11]([C:8]2[CH:9]=[CH:10][C:5]3[N:6]([C:2]([C:23]4[CH:28]=[CH:27][CH:26]=[CH:25][CH:24]=4)=[CH:3][N:4]=3)[N:7]=2)[CH2:12][CH2:13]1)=[O:22]. (5) Given the reactants [CH3:1][CH2:2][O:3][C:4]([CH:6](Br)[CH2:7][CH2:8][CH:9](Br)[C:10]([O:12][CH2:13][CH3:14])=[O:11])=[O:5].[CH2:17]([NH2:24])[C:18]1[CH:23]=[CH:22][CH:21]=[CH:20][CH:19]=1, predict the reaction product. The product is: [CH3:1][CH2:2][O:3][C:4]([CH:6]1[N:24]([CH2:17][C:18]2[CH:23]=[CH:22][CH:21]=[CH:20][CH:19]=2)[CH:9]([C:10]([O:12][CH2:13][CH3:14])=[O:11])[CH2:8][CH2:7]1)=[O:5].